This data is from Forward reaction prediction with 1.9M reactions from USPTO patents (1976-2016). The task is: Predict the product of the given reaction. (1) Given the reactants [O:1]([C:8]1[CH:9]=[C:10]([CH:25]=[CH:26][CH:27]=1)[CH2:11][NH:12][C:13]1[CH:18]=[CH:17][C:16]([C@@H:19]2[CH2:21][C@H:20]2[C:22]([OH:24])=O)=[CH:15][CH:14]=1)[C:2]1[CH:7]=[CH:6][CH:5]=[CH:4][CH:3]=1.CN(C(ON1N=[N:43][C:38]2[CH:39]=[CH:40][CH:41]=NC1=2)=[N+](C)C)C.F[P-](F)(F)(F)(F)F.NCC1CC1, predict the reaction product. The product is: [CH:39]1([CH2:38][NH:43][C:22]([CH:20]2[CH2:21][CH:19]2[C:16]2[CH:17]=[CH:18][C:13]([NH:12][CH2:11][C:10]3[CH:25]=[CH:26][CH:27]=[C:8]([O:1][C:2]4[CH:3]=[CH:4][CH:5]=[CH:6][CH:7]=4)[CH:9]=3)=[CH:14][CH:15]=2)=[O:24])[CH2:41][CH2:40]1. (2) Given the reactants [NH2:1][C:2]1[CH:3]=[CH:4][C:5]([O:8][CH3:9])=[N:6][CH:7]=1.[C:10]1(=O)[CH2:15][CH2:14][CH2:13][CH2:12][CH2:11]1.C[Si]([C:21]#[N:22])(C)C, predict the reaction product. The product is: [CH3:9][O:8][C:5]1[N:6]=[CH:7][C:2]([NH:1][C:10]2([C:21]#[N:22])[CH2:15][CH2:14][CH2:13][CH2:12][CH2:11]2)=[CH:3][CH:4]=1.